From a dataset of Full USPTO retrosynthesis dataset with 1.9M reactions from patents (1976-2016). Predict the reactants needed to synthesize the given product. Given the product [CH2:1]([O:8][C@H:9]1[C@H:14]([O:15][CH2:16][C:17]2[CH:22]=[CH:21][CH:20]=[CH:19][CH:18]=2)[C@@H:13]([O:23][CH2:24][C:57]2[CH:56]=[CH:51][CH:10]=[CH:9][CH:14]=2)[C@:12]2([C:33]3[CH:38]=[CH:37][C:36]([Cl:39])=[C:35]([CH2:40][C:41]4[CH:46]=[CH:45][C:44]([O:47][CH3:48])=[C:43]([F:49])[C:42]=4[F:50])[CH:34]=3)[O:11][C@@:10]1([CH2:51][OH:52])[CH2:32][O:31]2)[C:17]1[CH:22]=[CH:21][CH:20]=[CH:19][CH:18]=1, predict the reactants needed to synthesize it. The reactants are: [CH2:1]([O:8][C@H:9]1[C@H:14]([O:15][CH2:16][C:17]2[CH:22]=[CH:21][CH:20]=[CH:19][CH:18]=2)[C@@H:13]([O:23][CH2:24]C2C=CC=CC=2)[C@@:12]([C:33]2[CH:38]=[CH:37][C:36]([Cl:39])=[C:35]([CH2:40][C:41]3[CH:46]=[CH:45][C:44]([O:47][CH3:48])=[C:43]([F:49])[C:42]=3[F:50])[CH:34]=2)([O:31][CH3:32])[O:11][C:10]1(CO)[CH2:51][OH:52])C1C=CC=CC=1.F[C:56](F)(F)[C:57](O)=O.